This data is from Forward reaction prediction with 1.9M reactions from USPTO patents (1976-2016). The task is: Predict the product of the given reaction. (1) Given the reactants [CH3:1][C:2]1[CH:3]=[C:4](O)[CH:5]=[C:6]([OH:8])[CH:7]=1.[Cl-].[NH4+:11].[OH-].[NH4+], predict the reaction product. The product is: [NH2:11][C:4]1[CH:5]=[C:6]([OH:8])[CH:7]=[C:2]([CH3:1])[CH:3]=1. (2) Given the reactants Br[C:2]1[CH:7]=[CH:6][CH:5]=[CH:4][N:3]=1.[NH:8]1[CH2:14][CH2:13][CH2:12][NH:11][CH2:10][CH2:9]1, predict the reaction product. The product is: [N:3]1[CH:4]=[CH:5][CH:6]=[CH:7][C:2]=1[N:8]1[CH2:14][CH2:13][CH2:12][NH:11][CH2:10][CH2:9]1. (3) The product is: [F:44][C:45]([F:50])([F:49])[C:46]([OH:48])=[O:47].[NH2:7][C@H:8]([CH2:33][C:34]1[CH:39]=[C:38]([F:40])[C:37]([F:41])=[CH:36][C:35]=1[F:42])[CH2:9][C:10]([N:11]1[CH2:20][C:19]2[N:15]([CH:16]=[N:17][C:18]=2[C:21]([N:23]2[CH2:27][CH2:26][CH2:25][CH2:24]2)=[O:22])[C:14]2[CH:28]=[CH:29][CH:30]=[CH:31][C:13]=2[CH2:12]1)=[O:32]. Given the reactants C(OC(=O)[NH:7][C@H:8]([CH2:33][C:34]1[CH:39]=[C:38]([F:40])[C:37]([F:41])=[CH:36][C:35]=1[F:42])[CH2:9][C:10](=[O:32])[N:11]1[CH2:20][C:19]2[N:15]([CH:16]=[N:17][C:18]=2[C:21]([N:23]2[CH2:27][CH2:26][CH2:25][CH2:24]2)=[O:22])[C:14]2[CH:28]=[CH:29][CH:30]=[CH:31][C:13]=2[CH2:12]1)(C)(C)C.[F:44][C:45]([F:50])([F:49])[C:46]([OH:48])=[O:47], predict the reaction product. (4) Given the reactants Cl[C:2]1[N:11]=[CH:10][C:9]2[N:8]3[CH:12]=[N:13][N:14]=[C:7]3[C@@H:6]([CH2:15][CH3:16])[N:5]([CH:17]3[CH2:20][CH2:19][CH2:18]3)[C:4]=2[N:3]=1.C1C=CC(P(C2C(C3C(P(C4C=CC=CC=4)C4C=CC=CC=4)=CC=C4C=3C=CC=C4)=C3C(C=CC=C3)=CC=2)C2C=CC=CC=2)=CC=1.C([O-])([O-])=O.[Cs+].[Cs+].[F:73][C:74]1[CH:75]=[C:76]([C:81]2[NH:82][CH:83]=[CH:84][N:85]=2)[CH:77]=[CH:78][C:79]=1[F:80], predict the reaction product. The product is: [CH:17]1([N:5]2[C:4]3[N:3]=[C:2]([N:82]4[CH:83]=[CH:84][N:85]=[C:81]4[C:76]4[CH:77]=[CH:78][C:79]([F:80])=[C:74]([F:73])[CH:75]=4)[N:11]=[CH:10][C:9]=3[N:8]3[CH:12]=[N:13][N:14]=[C:7]3[C@H:6]2[CH2:15][CH3:16])[CH2:20][CH2:19][CH2:18]1. (5) The product is: [C:1]1([CH2:7][CH2:8][C@@H:9]([OH:11])[CH3:10])[CH:6]=[CH:5][CH:4]=[CH:3][CH:2]=1.[C:12]([O:15][C@H:16]([CH3:18])[CH2:17][CH2:25][C:19]1[CH:24]=[CH:23][CH:22]=[CH:21][CH:20]=1)(=[O:14])[CH3:13]. Given the reactants [C:1]1([CH2:7][CH2:8][CH:9]([OH:11])[CH3:10])[CH:6]=[CH:5][CH:4]=[CH:3][CH:2]=1.[C:12]([O:15][C:16]([CH3:18])=[CH2:17])(=[O:14])[CH3:13].[C:19]1([CH2:25]C[C@H](O)C)[CH:24]=[CH:23][CH:22]=[CH:21][CH:20]=1.C([O-])(=O)C, predict the reaction product.